From a dataset of Full USPTO retrosynthesis dataset with 1.9M reactions from patents (1976-2016). Predict the reactants needed to synthesize the given product. (1) Given the product [Br:5][C:6]1[CH:7]=[N:8][CH:9]=[CH:10][C:11]=1[CH2:12][N:14]1[CH2:18][CH2:17][CH2:16][CH2:15]1, predict the reactants needed to synthesize it. The reactants are: C(O)(=O)C.[Br:5][C:6]1[CH:7]=[N:8][CH:9]=[CH:10][C:11]=1[CH:12]=O.[NH:14]1[CH2:18][CH2:17][CH2:16][CH2:15]1.[BH-](OC(C)=O)(OC(C)=O)OC(C)=O.[Na+]. (2) The reactants are: Cl.[Cl:2][C:3]1[CH:8]=[CH:7][C:6]([CH:9]([CH2:13][C:14]2[CH:19]=[CH:18][C:17]([Cl:20])=[CH:16][CH:15]=2)[CH:10]([NH2:12])[CH3:11])=[CH:5][CH:4]=1.[O:21]1[C:25]2[CH:26]=[CH:27][CH:28]=[CH:29][C:24]=2[CH:23]=[C:22]1[C:30](O)=[O:31].C1CN([P+](ON2N=NC3C=CC=CC2=3)(N2CCCC2)N2CCCC2)CC1.F[P-](F)(F)(F)(F)F.C(N(CC)CC)C. Given the product [Cl:2][C:3]1[CH:8]=[CH:7][C:6]([CH:9]([CH2:13][C:14]2[CH:15]=[CH:16][C:17]([Cl:20])=[CH:18][CH:19]=2)[CH:10]([NH:12][C:30]([C:22]2[O:21][C:25]3[CH:26]=[CH:27][CH:28]=[CH:29][C:24]=3[CH:23]=2)=[O:31])[CH3:11])=[CH:5][CH:4]=1, predict the reactants needed to synthesize it. (3) Given the product [CH2:25]([N:27]([CH2:28][CH3:29])[C:2]1[CH:3]=[C:4]([N:8]2[CH2:23][CH:11]3[CH2:12][N:13]([C:16]([O:18][C:19]([CH3:22])([CH3:21])[CH3:20])=[O:17])[CH2:14][CH2:15][N:10]3[C:9]2=[O:24])[CH:5]=[CH:6][CH:7]=1)[CH3:26], predict the reactants needed to synthesize it. The reactants are: Br[C:2]1[CH:3]=[C:4]([N:8]2[CH2:23][CH:11]3[CH2:12][N:13]([C:16]([O:18][C:19]([CH3:22])([CH3:21])[CH3:20])=[O:17])[CH2:14][CH2:15][N:10]3[C:9]2=[O:24])[CH:5]=[CH:6][CH:7]=1.[CH2:25]([NH:27][CH2:28][CH3:29])[CH3:26].CC(C)([O-])C.[Na+]. (4) Given the product [CH3:1][O:2][C:3](=[O:26])[CH:4]([C:9]1[CH:10]=[C:11]([C:16]2[CH:17]=[CH:18][C:19]([C:22]([F:23])([F:25])[F:24])=[CH:20][CH:21]=2)[CH:12]=[C:13]([O:15][C:31]2[CH:32]=[CH:33][C:28]([Cl:27])=[CH:29][CH:30]=2)[CH:14]=1)[CH2:5][CH:6]([CH3:8])[CH3:7], predict the reactants needed to synthesize it. The reactants are: [CH3:1][O:2][C:3](=[O:26])[CH:4]([C:9]1[CH:10]=[C:11]([C:16]2[CH:21]=[CH:20][C:19]([C:22]([F:25])([F:24])[F:23])=[CH:18][CH:17]=2)[CH:12]=[C:13]([OH:15])[CH:14]=1)[CH2:5][CH:6]([CH3:8])[CH3:7].[Cl:27][C:28]1[CH:33]=[CH:32][C:31](B(O)O)=[CH:30][CH:29]=1. (5) Given the product [F:29][C:28]([F:31])([F:30])[C:25]1[N:23]2[N:24]=[C:19]([N:16]3[CH2:17][CH:18]=[C:13]([C:42]4[CH:43]=[CH:44][C:45]([OH:48])=[N:46][CH:47]=4)[CH2:14][CH2:15]3)[CH:20]=[CH:21][C:22]2=[N:27][N:26]=1, predict the reactants needed to synthesize it. The reactants are: C(=O)([O-])[O-].[Na+].[Na+].FC(F)(F)S(O[C:13]1[CH2:14][CH2:15][N:16]([C:19]2[CH:20]=[CH:21][C:22]3[N:23]([C:25]([C:28]([F:31])([F:30])[F:29])=[N:26][N:27]=3)[N:24]=2)[CH2:17][CH:18]=1)(=O)=O.CC1(C)C(C)(C)OB([C:42]2[CH:43]=[CH:44][C:45]([OH:48])=[N:46][CH:47]=2)O1.